Task: Predict the reactants needed to synthesize the given product.. Dataset: Full USPTO retrosynthesis dataset with 1.9M reactions from patents (1976-2016) (1) Given the product [CH2:41]([N:49]1[CH:53]=[C:52]([C:2]2[C:10]3[C:5](=[N:6][CH:7]=[C:8]([C:11]4[CH:12]=[C:13]([CH:28]=[CH:29][CH:30]=4)[O:14][CH:15]4[CH2:20][CH2:19][N:18]([C:21]([O:23][C:24]([CH3:27])([CH3:26])[CH3:25])=[O:22])[CH2:17][CH2:16]4)[CH:9]=3)[N:4]([S:31]([C:34]3[CH:40]=[CH:39][C:37]([CH3:38])=[CH:36][CH:35]=3)(=[O:33])=[O:32])[CH:3]=2)[CH:51]=[N:50]1)[CH2:42][C:43]1[CH:48]=[CH:47][CH:46]=[CH:45][CH:44]=1, predict the reactants needed to synthesize it. The reactants are: I[C:2]1[C:10]2[C:5](=[N:6][CH:7]=[C:8]([C:11]3[CH:12]=[C:13]([CH:28]=[CH:29][CH:30]=3)[O:14][CH:15]3[CH2:20][CH2:19][N:18]([C:21]([O:23][C:24]([CH3:27])([CH3:26])[CH3:25])=[O:22])[CH2:17][CH2:16]3)[CH:9]=2)[N:4]([S:31]([C:34]2[CH:40]=[CH:39][C:37]([CH3:38])=[CH:36][CH:35]=2)(=[O:33])=[O:32])[CH:3]=1.[CH2:41]([N:49]1[CH:53]=[C:52](B2OC(C)(C)C(C)(C)O2)[CH:51]=[N:50]1)[CH2:42][C:43]1[CH:48]=[CH:47][CH:46]=[CH:45][CH:44]=1.C(=O)([O-])[O-].[Na+].[Na+]. (2) Given the product [F:21][C:20]([F:23])([F:22])[S:17]([O:15][C:6]1[C:7]([C:8]#[N:9])=[CH:10][C:11]([N+:12]([O-:14])=[O:13])=[C:4]([CH:1]2[CH2:2][CH2:3]2)[N:5]=1)(=[O:18])=[O:16], predict the reactants needed to synthesize it. The reactants are: [CH:1]1([C:4]2[C:11]([N+:12]([O-:14])=[O:13])=[CH:10][C:7]([C:8]#[N:9])=[C:6]([OH:15])[N:5]=2)[CH2:3][CH2:2]1.[O:16](S(C(F)(F)F)(=O)=O)[S:17]([C:20]([F:23])([F:22])[F:21])(=O)=[O:18]. (3) Given the product [Cl:1][C:2]1[CH:3]=[CH:4][C:5]([C@H:8]2[CH2:9][CH2:10][NH:11][C:13](=[S:14])[NH:12]2)=[CH:6][CH:7]=1, predict the reactants needed to synthesize it. The reactants are: [Cl:1][C:2]1[CH:7]=[CH:6][C:5]([C@H:8]([NH2:12])[CH2:9][CH2:10][NH2:11])=[CH:4][CH:3]=1.[C:13](=S)=[S:14].N(CCO)(CCO)CCO.[S]. (4) Given the product [Cl:8][C:9]1[N:14]=[CH:13][C:12]([NH2:15])=[C:11]([I:23])[CH:10]=1, predict the reactants needed to synthesize it. The reactants are: FC(F)(F)C(O)=O.[Cl:8][C:9]1[N:14]=[CH:13][C:12]([NH:15]C(=O)OC(C)(C)C)=[C:11]([I:23])[CH:10]=1. (5) Given the product [NH2:26][C:27]1[N:32]=[C:31]([C:6]2[O:1][CH2:2][CH2:3][CH2:4][CH:5]=2)[C:30]([C:34]#[N:35])=[C:29]([S:36][CH3:37])[N:28]=1, predict the reactants needed to synthesize it. The reactants are: [O:1]1[CH:6]=[CH:5][CH2:4][CH2:3][CH2:2]1.C([Li])(C)(C)C.C([Sn](Cl)(CCCC)CCCC)CCC.[NH2:26][C:27]1[N:32]=[C:31](Br)[C:30]([C:34]#[N:35])=[C:29]([S:36][CH3:37])[N:28]=1.